This data is from Peptide-MHC class I binding affinity with 185,985 pairs from IEDB/IMGT. The task is: Regression. Given a peptide amino acid sequence and an MHC pseudo amino acid sequence, predict their binding affinity value. This is MHC class I binding data. (1) The peptide sequence is KIRLRPGGK. The MHC is HLA-B44:02 with pseudo-sequence HLA-B44:02. The binding affinity (normalized) is 0.0178. (2) The peptide sequence is AKIALAVYK. The MHC is HLA-A80:01 with pseudo-sequence HLA-A80:01. The binding affinity (normalized) is 0.0847. (3) The peptide sequence is TRQQTSFPF. The MHC is HLA-A11:01 with pseudo-sequence HLA-A11:01. The binding affinity (normalized) is 0.213.